From a dataset of Full USPTO retrosynthesis dataset with 1.9M reactions from patents (1976-2016). Predict the reactants needed to synthesize the given product. (1) Given the product [Cl:21][CH:22]([C:26]1[CH:31]=[CH:30][CH:29]=[CH:28][CH:27]=1)[C:23]([NH:1][C:2]1[CH:7]=[C:6]([Cl:8])[CH:5]=[CH:4][C:3]=1[OH:9])=[O:24], predict the reactants needed to synthesize it. The reactants are: [NH2:1][C:2]1[CH:7]=[C:6]([Cl:8])[CH:5]=[CH:4][C:3]=1[OH:9].C(OCC)(=O)C.C(=O)([O-])O.[Na+].[Cl:21][CH:22]([C:26]1[CH:31]=[CH:30][CH:29]=[CH:28][CH:27]=1)[C:23](Cl)=[O:24]. (2) Given the product [CH3:1][N:2]([CH2:4][C:5]1[CH:6]=[CH:7][C:8]([NH:11]/[C:12](=[C:26]2\[C:27](=[O:39])[NH:28][C:29]3[C:34]\2=[CH:33][CH:32]=[C:31]([F:35])[CH:30]=3)/[C:13]2[CH:14]=[CH:15][C:16]([CH2:19][CH2:20][C:21]([OH:23])=[O:22])=[CH:17][CH:18]=2)=[CH:9][CH:10]=1)[CH3:3], predict the reactants needed to synthesize it. The reactants are: [CH3:1][N:2]([CH2:4][C:5]1[CH:10]=[CH:9][C:8]([NH:11]/[C:12](=[C:26]2\[C:27](=[O:39])[N:28](C(=O)C)[C:29]3[C:34]\2=[CH:33][CH:32]=[C:31]([F:35])[CH:30]=3)/[C:13]2[CH:18]=[CH:17][C:16]([CH2:19][CH2:20][C:21]([O:23]CC)=[O:22])=[CH:15][CH:14]=2)=[CH:7][CH:6]=1)[CH3:3].[OH-].[Na+].Cl. (3) Given the product [C:1]([Si:5]([CH3:24])([CH3:23])[N:6]1[C:14]2[C:9](=[C:10]([Cl:38])[C:11]([O:15][C:16](=[O:22])[N:17]([CH2:20][CH3:21])[CH2:18][CH3:19])=[CH:12][CH:13]=2)[CH:8]=[CH:7]1)([CH3:2])([CH3:3])[CH3:4], predict the reactants needed to synthesize it. The reactants are: [C:1]([Si:5]([CH3:24])([CH3:23])[N:6]1[C:14]2[C:9](=[CH:10][C:11]([O:15][C:16](=[O:22])[N:17]([CH2:20][CH3:21])[CH2:18][CH3:19])=[CH:12][CH:13]=2)[CH:8]=[CH:7]1)([CH3:4])([CH3:3])[CH3:2].CN(CCN(C)C)C.C([Li])(CC)C.[Cl:38]C(Cl)(Cl)C(Cl)(Cl)Cl.[Cl-].[NH4+]. (4) Given the product [Cl:37][CH2:36][C:20]([C:17]1[CH:18]=[C:19]2[C:14](=[CH:15][CH:16]=1)[N:13]([CH3:34])[C:12](=[O:35])[CH:11]=[C:10]2[C:6]1[CH:7]=[CH:8][CH:9]=[C:4]([Cl:3])[CH:5]=1)([C:27]1[CH:28]=[CH:29][C:30]([Cl:33])=[CH:31][CH:32]=1)[C:21]1[N:25]([CH3:26])[CH:24]=[N:23][N:22]=1, predict the reactants needed to synthesize it. The reactants are: N#N.[Cl:3][C:4]1[CH:5]=[C:6]([C:10]2[C:19]3[C:14](=[CH:15][CH:16]=[C:17]([CH:20]([C:27]4[CH:32]=[CH:31][C:30]([Cl:33])=[CH:29][CH:28]=4)[C:21]4[N:25]([CH3:26])[CH:24]=[N:23][N:22]=4)[CH:18]=3)[N:13]([CH3:34])[C:12](=[O:35])[CH:11]=2)[CH:7]=[CH:8][CH:9]=1.[CH2:36](Cl)[Cl:37].[K]. (5) Given the product [F:1][C:2]1[C:7]([O:8][CH3:9])=[CH:6][C:5]([O:10][CH3:11])=[C:4]([F:12])[C:3]=1[N:13]1[CH2:18][C:17]2[CH:19]=[N:20][C:21]3[NH:25][C:24]([C:35]([OH:37])=[O:36])=[CH:23][C:22]=3[C:16]=2[N:15]([CH3:38])[C:14]1=[O:39], predict the reactants needed to synthesize it. The reactants are: [F:1][C:2]1[C:7]([O:8][CH3:9])=[CH:6][C:5]([O:10][CH3:11])=[C:4]([F:12])[C:3]=1[N:13]1[CH2:18][C:17]2[CH:19]=[N:20][C:21]3[N:25](S(C4C=CC=CC=4)(=O)=O)[C:24]([C:35]([OH:37])=[O:36])=[CH:23][C:22]=3[C:16]=2[N:15]([CH3:38])[C:14]1=[O:39].CC(C)([O-])C.[K+].